From a dataset of Experimentally validated miRNA-target interactions with 360,000+ pairs, plus equal number of negative samples. Binary Classification. Given a miRNA mature sequence and a target amino acid sequence, predict their likelihood of interaction. The miRNA is rno-miR-27b-3p with sequence UUCACAGUGGCUAAGUUCUGC. The protein sequence of the target gene is MALLDLAQEGMALFGFVLFVVLWLMHFMSIIYTRLHLNKKATDKQPYSKLPGVSLLKPLKGVDPNLINNLETFFELDYPKYEVLLCVQDHDDPAIDVCKKLLGKYPNVDARLFIGGKKVGINPKINNLMPAYEVAKYDLIWICDSGIRVIPDTLTDMVNQMTEKVGLVHGLPYVADRQGFAATLEQVYFGTSHPRSYISANVTGFKCVTGMSCLMRKDVLDQAGGLIAFAQYIAEDYFMAKAIADRGWRFSMSTQVAMQNSGSYSISQFQSRMIRWTKLRINMLPATIICEPISECFVAS.... Result: 0 (no interaction).